Task: Predict which catalyst facilitates the given reaction.. Dataset: Catalyst prediction with 721,799 reactions and 888 catalyst types from USPTO (1) Reactant: [F:1][C:2]1[CH:16]=[CH:15][C:5]([O:6][C:7]2[CH:12]=[CH:11][C:10]([CH2:13]O)=[CH:9][CH:8]=2)=[CH:4][CH:3]=1.N1C=CC=CC=1.S(Cl)([Cl:25])=O. Product: [Cl:25][CH2:13][C:10]1[CH:11]=[CH:12][C:7]([O:6][C:5]2[CH:15]=[CH:16][C:2]([F:1])=[CH:3][CH:4]=2)=[CH:8][CH:9]=1. The catalyst class is: 4. (2) Reactant: [N:1]1([C:11]([C:13]2[CH:17]=[C:16]([CH:18]3[CH2:23][CH2:22][NH:21][CH2:20][CH2:19]3)[S:15][CH:14]=2)=[O:12])[C@@H:10]2[C@@H:5]([CH2:6][CH2:7][CH2:8][CH2:9]2)[CH2:4][CH2:3][CH2:2]1.[CH2:24]=O. Product: [CH3:24][N:21]1[CH2:20][CH2:19][CH:18]([C:16]2[S:15][CH:14]=[C:13]([C:11]([N:1]3[C@@H:10]4[C@@H:5]([CH2:6][CH2:7][CH2:8][CH2:9]4)[CH2:4][CH2:3][CH2:2]3)=[O:12])[CH:17]=2)[CH2:23][CH2:22]1. The catalyst class is: 106. (3) Reactant: [CH3:1][O:2][C:3]([NH:5][CH:6]([CH2:10][CH3:11])[C:7](O)=[O:8])=[O:4].C1C=CC2N(O)N=NC=2C=1.Cl.Cl.Cl.[CH3:25][O:26][C:27](=[O:75])[NH:28][CH:29]([C:33]([N:35]1[CH:41]([C:42]2[NH:43][C:44]([C:47]3[CH:52]=[CH:51][C:50]([C:53]4[CH:62]=[CH:61][C:60]5[C:55](=[CH:56][CH:57]=[C:58]([C:63]6[NH:64][C:65]([CH:68]7[CH2:72][CH:71]([C:73]#[N:74])[CH2:70][NH:69]7)=[N:66][CH:67]=6)[CH:59]=5)[CH:54]=4)=[CH:49][CH:48]=3)=[CH:45][N:46]=2)[CH2:40][C:37]2([CH2:39][CH2:38]2)[CH2:36]1)=[O:34])[CH:30]([CH3:32])[CH3:31].CN1CCOCC1. Product: [CH3:25][O:26][C:27](=[O:75])[NH:28][CH:29]([C:33]([N:35]1[CH:41]([C:42]2[NH:43][C:44]([C:47]3[CH:48]=[CH:49][C:50]([C:53]4[CH:62]=[CH:61][C:60]5[C:55](=[CH:56][CH:57]=[C:58]([C:63]6[NH:64][C:65]([CH:68]7[CH2:72][CH:71]([C:73]#[N:74])[CH2:70][N:69]7[C:7](=[O:8])[CH:6]([NH:5][C:3]([O:2][CH3:1])=[O:4])[CH2:10][CH3:11])=[N:66][CH:67]=6)[CH:59]=5)[CH:54]=4)=[CH:51][CH:52]=3)=[CH:45][N:46]=2)[CH2:40][C:37]2([CH2:38][CH2:39]2)[CH2:36]1)=[O:34])[CH:30]([CH3:32])[CH3:31]. The catalyst class is: 31. (4) The catalyst class is: 408. Reactant: [CH3:1][C:2]1[CH:18]=[CH:17][C:5]([CH2:6][O:7][CH2:8][C:9]2[O:13][N:12]=[C:11]([C:14]([OH:16])=O)[CH:10]=2)=[CH:4][CH:3]=1.C(N(CC)CC)C.Cl.C(N=C=NCCCN(C)C)C.ON1C2C=CC=CC=2N=N1.[O:48]1[CH2:53][CH2:52][CH:51]([CH2:54][NH2:55])[CH2:50][CH2:49]1. Product: [O:48]1[CH2:53][CH2:52][CH:51]([CH2:54][NH:55][C:14]([C:11]2[CH:10]=[C:9]([CH2:8][O:7][CH2:6][C:5]3[CH:4]=[CH:3][C:2]([CH3:1])=[CH:18][CH:17]=3)[O:13][N:12]=2)=[O:16])[CH2:50][CH2:49]1. (5) Reactant: C(O[CH:4]=[C:5]([C:8]#[N:9])[C:6]#[N:7])C.Cl.[F:11][C:12]1[CH:13]=[CH:14][C:15]([CH3:20])=[C:16]([NH:18][NH2:19])[CH:17]=1.C(N(CC)C(C)C)(C)C. Product: [NH2:9][C:8]1[N:18]([C:16]2[CH:17]=[C:12]([F:11])[CH:13]=[CH:14][C:15]=2[CH3:20])[N:19]=[CH:4][C:5]=1[C:6]#[N:7]. The catalyst class is: 5. (6) Reactant: [C:1]([O:5][C:6]([N:8]1[C@@H:12]([C:13]2[CH:18]=[CH:17][CH:16]=[CH:15][CH:14]=2)[CH2:11][CH2:10][C@H:9]1[C:19](O)=[O:20])=[O:7])([CH3:4])([CH3:3])[CH3:2].CCN(C(C)C)C(C)C.CN(C(ON1N=NC2C=CC=NC1=2)=[N+](C)C)C.F[P-](F)(F)(F)(F)F.[NH2:55][C:56]1[S:57][CH:58]=[C:59]([C:61]2[CH:72]=[CH:71][C:64]([C:65]([NH:67][CH:68]3[CH2:70][CH2:69]3)=[O:66])=[CH:63][CH:62]=2)[N:60]=1. Product: [C:1]([O:5][C:6]([N:8]1[C@@H:12]([C:13]2[CH:14]=[CH:15][CH:16]=[CH:17][CH:18]=2)[CH2:11][CH2:10][C@H:9]1[C:19](=[O:20])[NH:55][C:56]1[S:57][CH:58]=[C:59]([C:61]2[CH:62]=[CH:63][C:64]([C:65](=[O:66])[NH:67][CH:68]3[CH2:69][CH2:70]3)=[CH:71][CH:72]=2)[N:60]=1)=[O:7])([CH3:4])([CH3:3])[CH3:2]. The catalyst class is: 3. (7) Reactant: [NH2:1][C:2]1[C:7]([Br:8])=[CH:6][C:5]([N+:9]([O-:11])=[O:10])=[CH:4][N:3]=1.[C:12](OC(=O)C)(=[O:14])[CH3:13]. Product: [Br:8][C:7]1[C:2]([NH:1][C:12](=[O:14])[CH3:13])=[N:3][CH:4]=[C:5]([N+:9]([O-:11])=[O:10])[CH:6]=1. The catalyst class is: 13.